Task: Regression/Classification. Given a drug SMILES string, predict its absorption, distribution, metabolism, or excretion properties. Task type varies by dataset: regression for continuous measurements (e.g., permeability, clearance, half-life) or binary classification for categorical outcomes (e.g., BBB penetration, CYP inhibition). Dataset: cyp1a2_veith.. Dataset: CYP1A2 inhibition data for predicting drug metabolism from PubChem BioAssay (1) The molecule is CNc1nc(-c2c(C)noc2C)nc2ccccc12. The result is 1 (inhibitor). (2) The compound is CN(C)C(=O)COn1c(SCC(=O)N(C)C)nc2ccccc2c1=O. The result is 0 (non-inhibitor). (3) The molecule is O=C(CC1C(=O)NCCN1C(=S)Nc1ccccc1)Nc1ccc2c(c1)OCCO2. The result is 0 (non-inhibitor).